Dataset: Forward reaction prediction with 1.9M reactions from USPTO patents (1976-2016). Task: Predict the product of the given reaction. (1) Given the reactants [C:1]([C:3]1[CH:8]=[C:7]([CH3:9])[CH:6]=[CH:5][C:4]=1[C:10]1[CH:15]=[C:14]([C:16]([O:18]C)=[O:17])[CH:13]=[C:12]([C:20]([O:22][CH2:23][CH3:24])=[O:21])[CH:11]=1)#[N:2].O1CCOCC1.[OH-].[Li+], predict the reaction product. The product is: [C:1]([C:3]1[CH:8]=[C:7]([CH3:9])[CH:6]=[CH:5][C:4]=1[C:10]1[CH:11]=[C:12]([C:20]([O:22][CH2:23][CH3:24])=[O:21])[CH:13]=[C:14]([C:16]([OH:18])=[O:17])[CH:15]=1)#[N:2]. (2) Given the reactants C[O:2][C:3]([C:5]1[CH:6]=[C:7]2[C:13]([Br:14])=[CH:12][S:11][C:8]2=[CH:9][N:10]=1)=[O:4].CO.[OH-].[Na+], predict the reaction product. The product is: [Br:14][C:13]1[C:7]2[C:8](=[CH:9][N:10]=[C:5]([C:3]([OH:4])=[O:2])[CH:6]=2)[S:11][CH:12]=1. (3) Given the reactants [H-].[Na+].[CH3:3][OH:4].[Cl:5][C:6]1[CH:22]=[C:21]([Cl:23])[CH:20]=[CH:19][C:7]=1[CH2:8][NH:9][C:10](=[O:18])[C:11]1[CH:16]=[CH:15][C:14](F)=[N:13][CH:12]=1, predict the reaction product. The product is: [Cl:5][C:6]1[CH:22]=[C:21]([Cl:23])[CH:20]=[CH:19][C:7]=1[CH2:8][NH:9][C:10](=[O:18])[C:11]1[CH:16]=[CH:15][C:14]([O:4][CH3:3])=[N:13][CH:12]=1. (4) Given the reactants C[O:2][C:3](=[O:15])[CH2:4][C:5]1[C:6]2[CH:13]=[CH:12][C:11]([OH:14])=[CH:10][C:7]=2[S:8][CH:9]=1.[F:16][C:17]([F:35])([F:34])[C:18]1[CH:33]=[CH:32][C:21]([CH2:22][O:23][C:24]2[CH:29]=[CH:28][C:27]([CH2:30]Cl)=[CH:26][CH:25]=2)=[CH:20][CH:19]=1.C(=O)([O-])[O-].[Cs+].[Cs+], predict the reaction product. The product is: [F:16][C:17]([F:34])([F:35])[C:18]1[CH:33]=[CH:32][C:21]([CH2:22][O:23][C:24]2[CH:29]=[CH:28][C:27]([CH2:30][O:14][C:11]3[CH:12]=[CH:13][C:6]4[C:5]([CH2:4][C:3]([OH:2])=[O:15])=[CH:9][S:8][C:7]=4[CH:10]=3)=[CH:26][CH:25]=2)=[CH:20][CH:19]=1. (5) Given the reactants [Br:1][C:2]1[O:6][C:5]([CH2:7][CH2:8][CH:9]([C:15](OCC)=[O:16])[C:10](OCC)=[O:11])=[N:4][C:3]=1[C:20]1[CH:25]=[CH:24][C:23]([C:26]([F:29])([F:28])[F:27])=[CH:22][CH:21]=1.[BH4-].[Na+], predict the reaction product. The product is: [Br:1][C:2]1[O:6][C:5]([CH2:7][CH2:8][CH:9]([CH2:15][OH:16])[CH2:10][OH:11])=[N:4][C:3]=1[C:20]1[CH:21]=[CH:22][C:23]([C:26]([F:29])([F:28])[F:27])=[CH:24][CH:25]=1. (6) Given the reactants [Cl-].[OH:2][C@@H:3]1[C@H:8]([NH3+:9])[C@@H:7]([OH:10])[C@H:6]([OH:11])[C@@H:5]([CH2:12][OH:13])[O:4]1.C([O-])(O)=O.[Na+].[CH3:19][C:20]([O:23][C:24](O[C:24]([O:23][C:20]([CH3:22])([CH3:21])[CH3:19])=[O:25])=[O:25])([CH3:22])[CH3:21].C(NC([C@@H]([C@H]([C@@H]([C@@H](CO)O)O)O)O)=O)(OC(C)(C)C)=O, predict the reaction product. The product is: [OH:2][C@@H:3]1[C@H:8]([NH:9][C:24](=[O:25])[O:23][C:20]([CH3:22])([CH3:21])[CH3:19])[C@@H:7]([OH:10])[C@H:6]([OH:11])[C@@H:5]([CH2:12][OH:13])[O:4]1. (7) Given the reactants [NH2:1][C:2]1[C:7]([N+:8]([O-:10])=[O:9])=[C:6]([N:11]2[CH2:16][CH2:15][N:14](C(OC(C)(C)C)=O)[CH2:13][CH2:12]2)[C:5]([Br:24])=[CH:4][N:3]=1.C(O)(C(F)(F)F)=O.N1C=CC=CC=1.[C:38]1([S:44](Cl)(=[O:46])=[O:45])[CH:43]=[CH:42][CH:41]=[CH:40][CH:39]=1, predict the reaction product. The product is: [Br:24][C:5]1[C:6]([N:11]2[CH2:12][CH2:13][N:14]([S:44]([C:38]3[CH:43]=[CH:42][CH:41]=[CH:40][CH:39]=3)(=[O:46])=[O:45])[CH2:15][CH2:16]2)=[C:7]([N+:8]([O-:10])=[O:9])[C:2]([NH2:1])=[N:3][CH:4]=1.